This data is from Forward reaction prediction with 1.9M reactions from USPTO patents (1976-2016). The task is: Predict the product of the given reaction. (1) The product is: [CH3:34][NH:33][CH:31]([CH3:32])[C:30]([NH:29][CH:20]1[CH:19]2[C:18](=[O:43])[CH2:17][CH:16]([C:14]([NH:13][CH:6]([C:7]3[CH:8]=[CH:9][CH:10]=[CH:11][CH:12]=3)[C:5]([OH:44])=[O:4])=[O:15])[CH2:28][N:26]3[C:27]2=[C:23]([CH:24]=[CH:25]3)[CH2:22][CH2:21]1)=[O:42]. Given the reactants C([O:4][C:5](=[O:44])[CH:6]([NH:13][C:14]([CH:16]1[CH2:28][N:26]2[C:27]3[CH:19]([CH:20]([NH:29][C:30](=[O:42])[CH:31]([N:33](C(OC(C)(C)C)=O)[CH3:34])[CH3:32])[CH2:21][CH2:22][C:23]=3[CH:24]=[CH:25]2)[C:18](=[O:43])[CH2:17]1)=[O:15])[C:7]1[CH:12]=[CH:11][CH:10]=[CH:9][CH:8]=1)(C)C.C(O)(C(F)(F)F)=O, predict the reaction product. (2) The product is: [NH2:30][C:23]1[C:24]2[C:29](=[CH:28][CH:27]=[CH:26][CH:25]=2)[C:20]([O:19][C:2]([CH3:18])([CH3:1])[CH2:3][C:4]2[CH:9]=[CH:8][N:7]=[C:6]([NH:10][C:11](=[O:17])[O:12][C:13]([CH3:15])([CH3:14])[CH3:16])[CH:5]=2)=[CH:21][CH:22]=1. Given the reactants [CH3:1][C:2]([O:19][C:20]1[C:29]2[C:24](=[CH:25][CH:26]=[CH:27][CH:28]=2)[C:23]([N+:30]([O-])=O)=[CH:22][CH:21]=1)([CH3:18])[CH2:3][C:4]1[CH:9]=[CH:8][N:7]=[C:6]([NH:10][C:11](=[O:17])[O:12][C:13]([CH3:16])([CH3:15])[CH3:14])[CH:5]=1.[H][H], predict the reaction product. (3) Given the reactants [H-].[Na+].[Br:3][C:4]1[CH:5]=[C:6](F)[CH:7]=[CH:8][CH:9]=1.[NH:11]1[CH:15]=[CH:14][N:13]=[CH:12]1, predict the reaction product. The product is: [Br:3][C:4]1[CH:5]=[C:6]([N:11]2[CH:15]=[CH:14][N:13]=[CH:12]2)[CH:7]=[CH:8][CH:9]=1. (4) Given the reactants [OH-].[Na+].[F:3][C:4]1[C:13]([C:14]2[C:23](=[O:24])[N:22]([CH2:25][O:26][CH2:27][CH2:28][Si:29]([CH3:32])([CH3:31])[CH3:30])[C:21]3[C:16](=[CH:17][CH:18]=[CH:19][CH:20]=3)[N:15]=2)=[CH:12][CH:11]=[CH:10][C:5]=1[C:6]([O:8]C)=[O:7].Cl, predict the reaction product. The product is: [F:3][C:4]1[C:13]([C:14]2[C:23](=[O:24])[N:22]([CH2:25][O:26][CH2:27][CH2:28][Si:29]([CH3:32])([CH3:31])[CH3:30])[C:21]3[C:16](=[CH:17][CH:18]=[CH:19][CH:20]=3)[N:15]=2)=[CH:12][CH:11]=[CH:10][C:5]=1[C:6]([OH:8])=[O:7]. (5) Given the reactants [F:1][C:2]1[CH:3]=[C:4]([C:13]2[N:18]=[C:17]([C:19]3[C:23]([CH3:25])([CH3:24])[CH2:22][CH:21]([CH3:26])[CH:20]=3)[C:16]([C:27]([O:29]CC)=[O:28])=[CH:15][CH:14]=2)[CH:5]=[C:6]([O:8][CH2:9][CH:10]([CH3:12])[CH3:11])[CH:7]=1.[OH-].[Na+].CO.Cl, predict the reaction product. The product is: [F:1][C:2]1[CH:3]=[C:4]([C:13]2[N:18]=[C:17]([C:19]3[C:23]([CH3:24])([CH3:25])[CH2:22][CH:21]([CH3:26])[CH:20]=3)[C:16]([C:27]([OH:29])=[O:28])=[CH:15][CH:14]=2)[CH:5]=[C:6]([O:8][CH2:9][CH:10]([CH3:12])[CH3:11])[CH:7]=1. (6) Given the reactants [Cl:1][C:2]1[CH:3]=[C:4]([S:8]([NH:11][C@H:12]2[CH2:21][CH2:20][C:19]3[C:14](=[CH:15][CH:16]=[CH:17][C:18]=3[N:22]3[CH2:27][CH2:26][N:25](C)[CH2:24][CH2:23]3)[CH2:13]2)(=[O:10])=[O:9])[CH:5]=[CH:6][CH:7]=1.ClC(OCCCl)=O, predict the reaction product. The product is: [Cl:1][C:2]1[CH:3]=[C:4]([S:8]([NH:11][C@H:12]2[CH2:21][CH2:20][C:19]3[C:14](=[CH:15][CH:16]=[CH:17][C:18]=3[N:22]3[CH2:23][CH2:24][NH:25][CH2:26][CH2:27]3)[CH2:13]2)(=[O:9])=[O:10])[CH:5]=[CH:6][CH:7]=1.